This data is from Forward reaction prediction with 1.9M reactions from USPTO patents (1976-2016). The task is: Predict the product of the given reaction. (1) Given the reactants [C:1]1(=[O:9])[CH2:7][CH2:6][CH2:5][CH2:4][C:3](=O)[CH2:2]1.Br.Br([O-])(=O)=O.[K+].[Br:16][C:17]1[CH:18]=[CH:19][C:20]([NH2:23])=[N:21][CH:22]=1.C(=O)(O)[O-].[Na+], predict the reaction product. The product is: [Br:16][C:17]1[CH:18]=[CH:19][C:20]2[N:21]([C:2]3[C:1](=[O:9])[CH2:7][CH2:6][CH2:5][CH2:4][C:3]=3[N:23]=2)[CH:22]=1. (2) Given the reactants [Cl:1][C:2]1[CH:3]=[CH:4][C:5]([C:23]([O:25]C)=O)=[C:6]2[C:10]=1[N:9]=[C:8]1[N:11]([C:15]3[CH:20]=[CH:19][C:18]([Cl:21])=[CH:17][C:16]=3[Cl:22])[CH2:12][CH2:13][CH2:14][N:7]21.[CH2:27]([Mg]Br)[CH2:28][CH3:29].O1C[CH2:35][CH2:34][CH2:33]1, predict the reaction product. The product is: [Cl:1][C:2]1[C:10]2[N:9]=[C:8]3[N:11]([C:15]4[CH:20]=[CH:19][C:18]([Cl:21])=[CH:17][C:16]=4[Cl:22])[CH2:12][CH2:13][CH2:14][N:7]3[C:6]=2[C:5]([C:23]([OH:25])([CH2:33][CH2:34][CH3:35])[CH2:27][CH2:28][CH3:29])=[CH:4][CH:3]=1. (3) Given the reactants [CH3:1][S:2]([O:5][C:6]1[CH:7]=[C:8]2[C:13](=[CH:14][CH:15]=1)[C:12]([C:16](=[O:32])[C:17]1[CH:22]=[CH:21][C:20]([O:23][CH2:24][CH2:25][N:26]3[CH2:31][CH2:30][CH2:29][CH2:28][CH2:27]3)=[CH:19][CH:18]=1)=[C:11](OS(C(F)(F)F)(=O)=O)[CH:10]=[CH:9]2)(=[O:4])=[O:3].[F:41][C:42]1[C:43]([S:52][CH3:53])=[C:44](B(O)O)[CH:45]=[C:46]([F:48])[CH:47]=1, predict the reaction product. The product is: [F:41][C:42]1[C:43]([S:52][CH3:53])=[C:44]([C:11]2[C:12]([C:16](=[O:32])[C:17]3[CH:22]=[CH:21][C:20]([O:23][CH2:24][CH2:25][N:26]4[CH2:27][CH2:28][CH2:29][CH2:30][CH2:31]4)=[CH:19][CH:18]=3)=[C:13]3[C:8](=[CH:9][CH:10]=2)[CH:7]=[C:6]([O:5][S:2]([CH3:1])(=[O:4])=[O:3])[CH:15]=[CH:14]3)[CH:45]=[C:46]([F:48])[CH:47]=1. (4) Given the reactants Br[C:2]1[CH:7]=[CH:6][C:5]([C@H:8]2[N:11]([C:12]3[CH:17]=[CH:16][CH:15]=[CH:14][CH:13]=3)[C:10](=[O:18])[C@@H:9]2[CH2:19][CH2:20][C@H:21]([O:29][Si:30]([C:33]([CH3:36])([CH3:35])[CH3:34])([CH3:32])[CH3:31])[C:22]2[CH:27]=[CH:26][C:25]([F:28])=[CH:24][CH:23]=2)=[C:4]([O:37][Si:38]([C:41]([CH3:44])([CH3:43])[CH3:42])([CH3:40])[CH3:39])[CH:3]=1.[CH3:45][O:46][P:47]([C:51]1[CH:56]=[CH:55][CH:54]=[C:53](B2OC(C)(C)C(C)(C)O2)[CH:52]=1)(=[O:50])[O:48][CH3:49].C(=O)([O-])[O-].[K+].[K+], predict the reaction product. The product is: [Si:38]([O:37][C:4]1[CH:3]=[C:2]([C:53]2[CH:54]=[CH:55][CH:56]=[C:51]([P:47](=[O:50])([O:48][CH3:49])[O:46][CH3:45])[CH:52]=2)[CH:7]=[CH:6][C:5]=1[C@@H:8]1[C@@H:9]([CH2:19][CH2:20][C@H:21]([O:29][Si:30]([C:33]([CH3:36])([CH3:35])[CH3:34])([CH3:32])[CH3:31])[C:22]2[CH:27]=[CH:26][C:25]([F:28])=[CH:24][CH:23]=2)[C:10](=[O:18])[N:11]1[C:12]1[CH:17]=[CH:16][CH:15]=[CH:14][CH:13]=1)([C:41]([CH3:44])([CH3:43])[CH3:42])([CH3:40])[CH3:39]. (5) Given the reactants C([O-])([O-])=O.[K+].[K+].Cl[C:8]1[C:13](=[O:14])[N:12]([CH3:15])[CH:11]=[C:10]2[CH2:16][N:17]([CH2:20][CH2:21][C:22]3[N:26]([CH3:27])[C:25]4[CH:28]=[CH:29][CH:30]=[CH:31][C:24]=4[N:23]=3)[C:18](=[O:19])[C:9]=12.[N:32]1[CH:37]=[CH:36][CH:35]=[C:34](B(O)O)[CH:33]=1.O, predict the reaction product. The product is: [CH3:15][N:12]1[C:13](=[O:14])[C:8]([C:34]2[CH:33]=[N:32][CH:37]=[CH:36][CH:35]=2)=[C:9]2[C:18](=[O:19])[N:17]([CH2:20][CH2:21][C:22]3[N:26]([CH3:27])[C:25]4[CH:28]=[CH:29][CH:30]=[CH:31][C:24]=4[N:23]=3)[CH2:16][C:10]2=[CH:11]1. (6) Given the reactants C(OC([N:8]1[CH2:11][CH:10]([C:12]2[CH:17]=[C:16]([Cl:18])[C:15]([C:19]3[S:20][C:21]4[C:22]([NH:28][C:29]5[CH:34]=[C:33]([CH3:35])[N:32]=[CH:31][N:30]=5)=[N:23][CH:24]=[CH:25][C:26]=4[N:27]=3)=[C:14]([Cl:36])[CH:13]=2)[CH2:9]1)=O)(C)(C)C.C(OC(N1CC(C2C=C(Cl)C(C3SC4C(Cl)=NC=CC=4N=3)=C(Cl)C=2)C1)=O)(C)(C)C.CC1N=CN=C(N)C=1.CC1(C)C2C(=C(P(C3C=CC=CC=3)C3C=CC=CC=3)C=CC=2)OC2C(P(C3C=CC=CC=3)C3C=CC=CC=3)=CC=CC1=2.C([O-])([O-])=O.[Cs+].[Cs+], predict the reaction product. The product is: [NH:8]1[CH2:9][CH:10]([C:12]2[CH:17]=[C:16]([Cl:18])[C:15]([C:19]3[S:20][C:21]4[C:22]([NH:28][C:29]5[CH:34]=[C:33]([CH3:35])[N:32]=[CH:31][N:30]=5)=[N:23][CH:24]=[CH:25][C:26]=4[N:27]=3)=[C:14]([Cl:36])[CH:13]=2)[CH2:11]1.